From a dataset of NCI-60 drug combinations with 297,098 pairs across 59 cell lines. Regression. Given two drug SMILES strings and cell line genomic features, predict the synergy score measuring deviation from expected non-interaction effect. (1) Drug 1: CC1C(C(CC(O1)OC2CC(CC3=C2C(=C4C(=C3O)C(=O)C5=C(C4=O)C(=CC=C5)OC)O)(C(=O)C)O)N)O.Cl. Drug 2: CN(C)N=NC1=C(NC=N1)C(=O)N. Cell line: UACC-257. Synergy scores: CSS=7.31, Synergy_ZIP=2.82, Synergy_Bliss=8.53, Synergy_Loewe=-5.48, Synergy_HSA=2.76. (2) Drug 1: C1CCC(CC1)NC(=O)N(CCCl)N=O. Drug 2: CC(C)NC(=O)C1=CC=C(C=C1)CNNC.Cl. Cell line: MALME-3M. Synergy scores: CSS=8.09, Synergy_ZIP=-0.198, Synergy_Bliss=1.89, Synergy_Loewe=-11.1, Synergy_HSA=-5.38. (3) Drug 1: CN1CCC(CC1)COC2=C(C=C3C(=C2)N=CN=C3NC4=C(C=C(C=C4)Br)F)OC. Drug 2: CNC(=O)C1=NC=CC(=C1)OC2=CC=C(C=C2)NC(=O)NC3=CC(=C(C=C3)Cl)C(F)(F)F. Cell line: T-47D. Synergy scores: CSS=20.1, Synergy_ZIP=-2.42, Synergy_Bliss=-1.52, Synergy_Loewe=-10.9, Synergy_HSA=-0.548. (4) Drug 1: CCN(CC)CCNC(=O)C1=C(NC(=C1C)C=C2C3=C(C=CC(=C3)F)NC2=O)C. Drug 2: CN(CC1=CN=C2C(=N1)C(=NC(=N2)N)N)C3=CC=C(C=C3)C(=O)NC(CCC(=O)O)C(=O)O. Cell line: UO-31. Synergy scores: CSS=28.5, Synergy_ZIP=1.25, Synergy_Bliss=2.12, Synergy_Loewe=-19.7, Synergy_HSA=-1.29. (5) Drug 1: C1=NC2=C(N1)C(=S)N=C(N2)N. Drug 2: C1=CN(C=N1)CC(O)(P(=O)(O)O)P(=O)(O)O. Cell line: M14. Synergy scores: CSS=39.1, Synergy_ZIP=-4.11, Synergy_Bliss=-1.79, Synergy_Loewe=-11.6, Synergy_HSA=-1.56. (6) Drug 1: CCC1=CC2CC(C3=C(CN(C2)C1)C4=CC=CC=C4N3)(C5=C(C=C6C(=C5)C78CCN9C7C(C=CC9)(C(C(C8N6C)(C(=O)OC)O)OC(=O)C)CC)OC)C(=O)OC.C(C(C(=O)O)O)(C(=O)O)O. Drug 2: C1=CN(C=N1)CC(O)(P(=O)(O)O)P(=O)(O)O. Cell line: SNB-75. Synergy scores: CSS=11.1, Synergy_ZIP=-9.32, Synergy_Bliss=-14.2, Synergy_Loewe=-33.6, Synergy_HSA=-14.0. (7) Drug 1: C(CC(=O)O)C(=O)CN.Cl. Synergy scores: CSS=7.66, Synergy_ZIP=-14.3, Synergy_Bliss=-17.1, Synergy_Loewe=-27.7, Synergy_HSA=-15.0. Cell line: SK-MEL-28. Drug 2: CC1CCCC2(C(O2)CC(NC(=O)CC(C(C(=O)C(C1O)C)(C)C)O)C(=CC3=CSC(=N3)C)C)C.